This data is from Forward reaction prediction with 1.9M reactions from USPTO patents (1976-2016). The task is: Predict the product of the given reaction. (1) Given the reactants C(OC([NH:8][CH2:9][C:10]([NH:12][C:13]1[CH:18]=[CH:17][CH:16]=[CH:15][C:14]=1[NH:19][C:20]([C:22]1[CH:27]=[CH:26][C:25]([CH2:28][NH:29][C:30]([O:32][CH2:33][C:34]2[CH:35]=[N:36][CH:37]=[CH:38][CH:39]=2)=[O:31])=[CH:24][CH:23]=1)=[O:21])=[O:11])=O)(C)(C)C.C(O)(C(F)(F)F)=O, predict the reaction product. The product is: [NH2:8][CH2:9][C:10]([NH:12][C:13]1[CH:18]=[CH:17][CH:16]=[CH:15][C:14]=1[NH:19][C:20]([C:22]1[CH:27]=[CH:26][C:25]([CH2:28][NH:29][C:30]([O:32][CH2:33][C:34]2[CH:35]=[N:36][CH:37]=[CH:38][CH:39]=2)=[O:31])=[CH:24][CH:23]=1)=[O:21])=[O:11]. (2) Given the reactants CO[C:3]([C@H:5]1[C@@H:10]([NH:11][CH2:12][C:13]2[CH:18]=[CH:17][C:16]([F:19])=[CH:15][CH:14]=2)[CH:9]2[CH2:20][CH2:21][CH:6]1[CH2:7][CH2:8]2)=[O:4].[CH3:22][S:23]([NH:26][C:27]1[CH:42]=[CH:41][C:30]2[NH:31][C:32]([CH2:37][C:38](O)=[O:39])=[N:33][S:34](=[O:36])(=[O:35])[C:29]=2[CH:28]=1)(=[O:25])=[O:24].CN1CCOCC1.Cl.CN(C)CCCN=C=NCC.[O-]CC.[Na+], predict the reaction product. The product is: [F:19][C:16]1[CH:17]=[CH:18][C:13]([CH2:12][N:11]2[C:38](=[O:39])[C:37]([C:32]3[NH:31][C:30]4[CH:41]=[CH:42][C:27]([NH:26][S:23]([CH3:22])(=[O:25])=[O:24])=[CH:28][C:29]=4[S:34](=[O:36])(=[O:35])[N:33]=3)=[C:3]([OH:4])[C@H:5]3[C@@H:10]2[CH:9]2[CH2:8][CH2:7][CH:6]3[CH2:21][CH2:20]2)=[CH:14][CH:15]=1.[CH3:22][S:23]([NH2:26])(=[O:25])=[O:24]. (3) The product is: [CH3:22][C:12]1[CH:17]=[CH:16][C:15]([S:18]([O:11][C@@H:9]([C:4]2[CH:3]=[C:2]([Cl:1])[CH:7]=[C:6]([Cl:8])[CH:5]=2)[CH3:10])(=[O:20])=[O:19])=[CH:14][CH:13]=1. Given the reactants [Cl:1][C:2]1[CH:3]=[C:4]([C@H:9]([OH:11])[CH3:10])[CH:5]=[C:6]([Cl:8])[CH:7]=1.[C:12]1([CH3:22])[CH:17]=[CH:16][C:15]([S:18](Cl)(=[O:20])=[O:19])=[CH:14][CH:13]=1.C(N(CC)CC)C, predict the reaction product. (4) Given the reactants [Cl:1][C:2]1[CH:7]=[CH:6][C:5]([NH:8][S:9]([C:12]([F:15])([F:14])[F:13])(=[O:11])=[O:10])=[C:4]([O:16][C:17]2[CH:22]=[CH:21][C:20]([Cl:23])=[CH:19][C:18]=2[Cl:24])[CH:3]=1.CI.[C:27](=O)([O-])[O-].[K+].[K+], predict the reaction product. The product is: [Cl:1][C:2]1[CH:7]=[CH:6][C:5]([N:8]([CH3:27])[S:9]([C:12]([F:15])([F:13])[F:14])(=[O:10])=[O:11])=[C:4]([O:16][C:17]2[CH:22]=[CH:21][C:20]([Cl:23])=[CH:19][C:18]=2[Cl:24])[CH:3]=1.